Task: Predict the product of the given reaction.. Dataset: Forward reaction prediction with 1.9M reactions from USPTO patents (1976-2016) (1) Given the reactants Cl[C:2]1[N:3]=[C:4]([N:24]2[CH2:29][CH2:28][O:27][CH2:26][CH2:25]2)[C:5]2[S:10][C:9]([CH2:11][N:12]3[CH2:17][CH2:16][N:15]([C:18]([CH3:23])([CH3:22])[C:19]([NH2:21])=[O:20])[CH2:14][CH2:13]3)=[CH:8][C:6]=2[N:7]=1.CC1(C)C(C)(C)OB([C:38]2[C:42]3[CH:43]=[CH:44][CH:45]=[CH:46][C:41]=3[O:40][C:39]=2[CH3:47])O1.C(=O)([O-])[O-].[Na+].[Na+].C([O-])(=O)C.[K+], predict the reaction product. The product is: [CH3:22][C:18]([N:15]1[CH2:16][CH2:17][N:12]([CH2:11][C:9]2[S:10][C:5]3[C:4]([N:24]4[CH2:29][CH2:28][O:27][CH2:26][CH2:25]4)=[N:3][C:2]([C:38]4[C:42]5[CH:43]=[CH:44][CH:45]=[CH:46][C:41]=5[O:40][C:39]=4[CH3:47])=[N:7][C:6]=3[CH:8]=2)[CH2:13][CH2:14]1)([CH3:23])[C:19]([NH2:21])=[O:20]. (2) Given the reactants Cl[C:2]1[C:11]2[C:6](=[CH:7][C:8]([O:12][CH3:13])=[CH:9][CH:10]=2)[CH:5]=[C:4]([NH:14][C:15]2[CH:19]=[C:18]([CH3:20])[NH:17][N:16]=2)[N:3]=1.[C:21]([C:23]1[CH:28]=[CH:27][C:26](B(O)O)=[CH:25][CH:24]=1)#[N:22], predict the reaction product. The product is: [CH3:13][O:12][C:8]1[CH:7]=[C:6]2[C:11](=[CH:10][CH:9]=1)[C:2]([C:26]1[CH:27]=[CH:28][C:23]([C:21]#[N:22])=[CH:24][CH:25]=1)=[N:3][C:4]([NH:14][C:15]1[CH:19]=[C:18]([CH3:20])[NH:17][N:16]=1)=[CH:5]2. (3) Given the reactants [Cl:1][C:2]1[CH:7]=[CH:6][C:5]([C:8]2[C:9]([NH:35][NH:36][C:37](=O)[CH2:38][CH3:39])=[N:10][N:11]([CH2:23][C:24]3[C:25]([CH3:34])=[N:26][C:27]([C:30]([F:33])([F:32])[F:31])=[CH:28][CH:29]=3)[C:12](=[O:22])[C:13]=2[C:14]2[CH:19]=[CH:18][C:17]([C:20]#[N:21])=[CH:16][CH:15]=2)=[CH:4][CH:3]=1.O=P(Cl)(Cl)Cl, predict the reaction product. The product is: [Cl:1][C:2]1[CH:7]=[CH:6][C:5]([C:8]2[C:9]3[N:10]([C:37]([CH2:38][CH3:39])=[N:36][N:35]=3)[N:11]([CH2:23][C:24]3[C:25]([CH3:34])=[N:26][C:27]([C:30]([F:31])([F:32])[F:33])=[CH:28][CH:29]=3)[C:12](=[O:22])[C:13]=2[C:14]2[CH:19]=[CH:18][C:17]([C:20]#[N:21])=[CH:16][CH:15]=2)=[CH:4][CH:3]=1. (4) Given the reactants [Li+].[OH-].[O:3]=[C:4]1[N:10]([CH:11]2[CH2:16][CH2:15][N:14]([C:17]([O:19][C@H:20]([CH2:41][C:42]3[CH:47]=[C:46]([CH3:48])[C:45]([OH:49])=[C:44]([CH3:50])[CH:43]=3)[C:21]([N:23]3[CH2:28][CH2:27][N:26]([CH:29]4[CH2:34][CH2:33][N:32]([CH2:35][C:36]([O:38]CC)=[O:37])[CH2:31][CH2:30]4)[CH2:25][CH2:24]3)=[O:22])=[O:18])[CH2:13][CH2:12]2)[CH2:9][CH2:8][C:7]2[CH:51]=[CH:52][CH:53]=[CH:54][C:6]=2[NH:5]1, predict the reaction product. The product is: [O:3]=[C:4]1[N:10]([CH:11]2[CH2:12][CH2:13][N:14]([C:17]([O:19][C@H:20]([CH2:41][C:42]3[CH:47]=[C:46]([CH3:48])[C:45]([OH:49])=[C:44]([CH3:50])[CH:43]=3)[C:21]([N:23]3[CH2:28][CH2:27][N:26]([CH:29]4[CH2:30][CH2:31][N:32]([CH2:35][C:36]([OH:38])=[O:37])[CH2:33][CH2:34]4)[CH2:25][CH2:24]3)=[O:22])=[O:18])[CH2:15][CH2:16]2)[CH2:9][CH2:8][C:7]2[CH:51]=[CH:52][CH:53]=[CH:54][C:6]=2[NH:5]1. (5) Given the reactants [CH3:1][C:2]1[CH:7]=[CH:6][C:5]([C:8]2[O:12][N:11]=[CH:10][C:9]=2[C:13]([OH:15])=O)=[CH:4][CH:3]=1.C(O)(=O)C(O)=O.[F:22][C:23]([F:36])([F:35])[C:24]1[CH:29]=[CH:28][C:27]([CH:30]2[CH2:34][CH2:33][NH:32][CH2:31]2)=[CH:26][CH:25]=1, predict the reaction product. The product is: [CH3:1][C:2]1[CH:3]=[CH:4][C:5]([C:8]2[O:12][N:11]=[CH:10][C:9]=2[C:13]([N:32]2[CH2:33][CH2:34][CH:30]([C:27]3[CH:28]=[CH:29][C:24]([C:23]([F:22])([F:35])[F:36])=[CH:25][CH:26]=3)[CH2:31]2)=[O:15])=[CH:6][CH:7]=1. (6) The product is: [Cl:20][CH2:2][C:3]1[CH2:4][N:5]([C:15](=[O:17])[CH3:16])[CH2:6][CH2:7][C:8]=1[C:9]1[CH:14]=[CH:13][CH:12]=[CH:11][CH:10]=1. Given the reactants O[CH2:2][C:3]1[CH2:4][N:5]([C:15](=[O:17])[CH3:16])[CH2:6][CH2:7][C:8]=1[C:9]1[CH:14]=[CH:13][CH:12]=[CH:11][CH:10]=1.O=S(Cl)[Cl:20], predict the reaction product. (7) Given the reactants Cl[CH2:2][CH2:3][C:4]1[CH:9]=[CH:8][C:7]([CH2:10][OH:11])=[CH:6][CH:5]=1.[I-:12].[Na+], predict the reaction product. The product is: [I:12][CH2:2][CH2:3][C:4]1[CH:9]=[CH:8][C:7]([CH2:10][OH:11])=[CH:6][CH:5]=1. (8) Given the reactants [CH3:1][C:2]1[O:6][N:5]=[C:4]([C:7]2[CH:12]=[CH:11][CH:10]=[CH:9][CH:8]=2)[C:3]=1[C:13]([NH:15][NH2:16])=[O:14].[F:17][C:18]([F:30])([F:29])[O:19][C:20]1[CH:28]=[CH:27][CH:26]=[CH:25][C:21]=1[C:22](O)=O, predict the reaction product. The product is: [CH3:1][C:2]1[O:6][N:5]=[C:4]([C:7]2[CH:12]=[CH:11][CH:10]=[CH:9][CH:8]=2)[C:3]=1[C:13]1[O:14][C:22]([C:21]2[CH:25]=[CH:26][CH:27]=[CH:28][C:20]=2[O:19][C:18]([F:17])([F:29])[F:30])=[N:16][N:15]=1. (9) Given the reactants [CH2:1]([C@H:8]1[C@@H:12]([CH:13]2[CH2:17][C@@H:16]([O:18][CH2:19][C:20]3[CH:25]=[CH:24][CH:23]=[CH:22][CH:21]=3)[CH2:15][N:14]2[C:26]([O:28][C:29]([CH3:32])([CH3:31])[CH3:30])=[O:27])[O:11]C(=O)[NH:9]1)[C:2]1[CH:7]=[CH:6][CH:5]=[CH:4][CH:3]=1, predict the reaction product. The product is: [NH2:9][C@@H:8]([CH2:1][C:2]1[CH:3]=[CH:4][CH:5]=[CH:6][CH:7]=1)[C@@H:12]([C@H:13]1[CH2:17][C@@H:16]([O:18][CH2:19][C:20]2[CH:25]=[CH:24][CH:23]=[CH:22][CH:21]=2)[CH2:15][N:14]1[C:26]([O:28][C:29]([CH3:30])([CH3:31])[CH3:32])=[O:27])[OH:11]. (10) The product is: [CH3:1][C:2]1[C:7]([NH:8][S:9]([C:12]2[CH:13]=[CH:14][CH:15]=[CH:16][CH:17]=2)(=[O:11])=[O:10])=[CH:6][CH:5]=[C:4]([CH3:18])[C:3]=1[NH:19][C:20]([CH2:22][C:23]1[CH:24]=[CH:25][C:26]([C:27]([NH2:36])=[NH:28])=[CH:29][CH:30]=1)=[O:21]. Given the reactants [CH3:1][C:2]1[C:7]([NH:8][S:9]([C:12]2[CH:17]=[CH:16][CH:15]=[CH:14][CH:13]=2)(=[O:11])=[O:10])=[CH:6][CH:5]=[C:4]([CH3:18])[C:3]=1[NH:19][C:20]([CH2:22][C:23]1[CH:30]=[CH:29][C:26]([C:27]#[N:28])=[CH:25][CH:24]=1)=[O:21].Cl.C(=O)([O-])[O-].[NH4+:36].[NH4+], predict the reaction product.